From a dataset of Forward reaction prediction with 1.9M reactions from USPTO patents (1976-2016). Predict the product of the given reaction. (1) Given the reactants C(OC(=O)[NH:7][CH:8]1[CH2:13][CH2:12][CH:11]([NH:14][C:15]2[N:20]=[C:19]3[NH:21][N:22]=[C:23]([C:24]4[CH:29]=[CH:28][N:27]=[C:26]([NH:30][CH:31]([C:42]5[CH:47]=[CH:46][CH:45]=[C:44]([Cl:48])[CH:43]=5)[CH2:32][CH2:33][NH:34]C(OC(C)(C)C)=O)[N:25]=4)[C:18]3=[CH:17][N:16]=2)[CH2:10][CH2:9]1)(C)(C)C, predict the reaction product. The product is: [NH2:34][CH2:33][CH2:32][CH:31]([NH:30][C:26]1[N:25]=[C:24]([C:23]2[C:18]3[C:19](=[N:20][C:15]([NH:14][CH:11]4[CH2:12][CH2:13][CH:8]([NH2:7])[CH2:9][CH2:10]4)=[N:16][CH:17]=3)[NH:21][N:22]=2)[CH:29]=[CH:28][N:27]=1)[C:42]1[CH:47]=[CH:46][CH:45]=[C:44]([Cl:48])[CH:43]=1. (2) Given the reactants [Cl:1][C:2]1[C:3]([C:29]2[CH:34]=[CH:33][CH:32]=[CH:31][CH:30]=2)=[N:4][N:5]([C:7]2[N:28]=[CH:27][CH:26]=[CH:25][C:8]=2[C:9]([NH:11][CH:12]([CH2:18][C:19]2[CH:24]=[CH:23][CH:22]=[CH:21][CH:20]=2)[CH:13]([OH:17])[C:14](O)=[O:15])=[O:10])[CH:6]=1.Cl.[CH3:36][O:37][NH2:38], predict the reaction product. The product is: [Cl:1][C:2]1[C:3]([C:29]2[CH:34]=[CH:33][CH:32]=[CH:31][CH:30]=2)=[N:4][N:5]([C:7]2[N:28]=[CH:27][CH:26]=[CH:25][C:8]=2[C:9]([NH:11][CH:12]([CH:13]([OH:17])[C:14]([NH:38][O:37][CH3:36])=[O:15])[CH2:18][C:19]2[CH:20]=[CH:21][CH:22]=[CH:23][CH:24]=2)=[O:10])[CH:6]=1. (3) Given the reactants [C:1]([CH2:6][C:7]([O:9][CH2:10][CH3:11])=[O:8])(=O)[CH:2]([CH3:4])[CH3:3].S(Cl)(Cl)(=O)=O.[F:17][C:18]([F:29])([F:28])[C:19]1[CH:24]=[CH:23][C:22]([C:25](=[S:27])[NH2:26])=[CH:21][CH:20]=1, predict the reaction product. The product is: [CH3:3][CH:2]([C:1]1[N:26]=[C:25]([C:22]2[CH:21]=[CH:20][C:19]([C:18]([F:28])([F:17])[F:29])=[CH:24][CH:23]=2)[S:27][C:6]=1[C:7]([O:9][CH2:10][CH3:11])=[O:8])[CH3:4]. (4) The product is: [S:36]1[C:32]([NH:31][S:30]([C:26]2[C:27]([F:29])=[CH:28][C:23]([O:22][C:5]3[CH:4]=[CH:3][C:2]([Cl:1])=[CH:7][C:6]=3[C:8]3[CH:13]=[CH:12][N:11]=[C:10]([C:14]([NH:16][CH2:17][CH2:18][C:19]([OH:21])=[O:20])=[O:15])[CH:9]=3)=[C:24]([Cl:50])[CH:25]=2)(=[O:49])=[O:48])=[N:33][CH:34]=[N:35]1. Given the reactants [Cl:1][C:2]1[CH:3]=[CH:4][C:5]([O:22][C:23]2[CH:28]=[C:27]([F:29])[C:26]([S:30](=[O:49])(=[O:48])[N:31](CC3C=CC(OC)=CC=3OC)[C:32]3[S:36][N:35]=[CH:34][N:33]=3)=[CH:25][C:24]=2[Cl:50])=[C:6]([C:8]2[CH:13]=[CH:12][N:11]=[C:10]([C:14]([NH:16][CH2:17][CH2:18][C:19]([OH:21])=[O:20])=[O:15])[CH:9]=2)[CH:7]=1.Cl.CCCCC, predict the reaction product. (5) Given the reactants [Br:1][C:2]1[S:6][C:5]([C:7]([S:10](CCC(OC)=O)(=[O:12])=[O:11])([CH3:9])[CH3:8])=[N:4][CH:3]=1.C[O-].[Na+].CC([O-])=O.[Na+].[NH2:27]OS(O)(=O)=O, predict the reaction product. The product is: [Br:1][C:2]1[S:6][C:5]([C:7]([S:10]([NH2:27])(=[O:12])=[O:11])([CH3:9])[CH3:8])=[N:4][CH:3]=1. (6) Given the reactants C1(C)C(C)=CC=CC=1.[CH2:9]([O:11][C:12](=[O:24])[C:13]([N:21]=[N+]=[N-])=[CH:14][C:15]1[N:16]=[C:17]([Br:20])[S:18][CH:19]=1)[CH3:10], predict the reaction product. The product is: [CH2:9]([O:11][C:12]([C:13]1[CH2:14][C:15]2[N:16]=[C:17]([Br:20])[S:18][C:19]=2[N:21]=1)=[O:24])[CH3:10]. (7) Given the reactants [C:1]([O:5][C:6]([N:8]1[CH2:13][CH2:12][C:11]([N:17]2[CH:21]=[C:20]([C:22](O)=[O:23])[C:19]([NH:25][C:26]3[CH:31]=[CH:30][CH:29]=[CH:28][CH:27]=3)=[N:18]2)([CH2:14][C:15]#[N:16])[CH2:10][CH2:9]1)=[O:7])([CH3:4])([CH3:3])[CH3:2].C[CH2:33][N:34](C(C)C)C(C)C.CN.C1C=CC2N(O)N=NC=2C=1.C(Cl)CCl, predict the reaction product. The product is: [C:15]([CH2:14][C:11]1([N:17]2[CH:21]=[C:20]([C:22](=[O:23])[NH:34][CH3:33])[C:19]([NH:25][C:26]3[CH:27]=[CH:28][CH:29]=[CH:30][CH:31]=3)=[N:18]2)[CH2:12][CH2:13][N:8]([C:6]([O:5][C:1]([CH3:3])([CH3:2])[CH3:4])=[O:7])[CH2:9][CH2:10]1)#[N:16].